From a dataset of Catalyst prediction with 721,799 reactions and 888 catalyst types from USPTO. Predict which catalyst facilitates the given reaction. (1) Reactant: CO.[F:3][C:4]([F:23])([F:22])[C:5]([C:8]1[CH:17]=[CH:16][C:15]2[C:10](=[CH:11][CH:12]=[C:13]([C:18]([O:20]C)=[O:19])[CH:14]=2)[N:9]=1)([CH3:7])[CH3:6].[OH-].[Na+]. Product: [F:23][C:4]([F:3])([F:22])[C:5]([C:8]1[CH:17]=[CH:16][C:15]2[C:10](=[CH:11][CH:12]=[C:13]([C:18]([OH:20])=[O:19])[CH:14]=2)[N:9]=1)([CH3:7])[CH3:6]. The catalyst class is: 1. (2) Reactant: P(Br)(Br)[Br:2].[CH2:5]([O:7][C:8]1[C:9]([F:21])=[C:10]([C:13]([CH2:19]O)=[CH:14][C:15]=1[O:16][CH2:17][CH3:18])[C:11]#[N:12])[CH3:6].C(OCC)(=O)C.O. Product: [Br:2][CH2:19][C:13]1[C:10]([C:11]#[N:12])=[C:9]([F:21])[C:8]([O:7][CH2:5][CH3:6])=[C:15]([O:16][CH2:17][CH3:18])[CH:14]=1. The catalyst class is: 57. (3) Reactant: C(Cl)(=O)C(Cl)=O.CS(C)=O.[O:11]1[C:16]2[CH:17]=[CH:18][C:19]([N:21]3[CH2:25][C@@H:24]([CH2:26][OH:27])[O:23][C:22]3=[O:28])=[CH:20][C:15]=2[O:14][CH2:13][CH2:12]1. Product: [O:11]1[C:16]2[CH:17]=[CH:18][C:19]([N:21]3[CH2:25][C@@H:24]([CH:26]=[O:27])[O:23][C:22]3=[O:28])=[CH:20][C:15]=2[O:14][CH2:13][CH2:12]1. The catalyst class is: 2. (4) Reactant: [F:1][C:2]1[CH:7]=[C:6]([F:8])[CH:5]=[CH:4][C:3]=1[CH2:9][NH:10][C:11]([C:13]1[C:14](=[O:38])[C:15]([O:30][CH2:31][C:32]2[CH:37]=[CH:36][CH:35]=[CH:34][CH:33]=2)=[C:16]2[C:21](=[O:22])[N:20]3[CH2:23][C@H:24]4[CH2:28][CH2:27][CH2:26][N:25]4[C@@H:19]3[CH2:18][N:17]2[CH:29]=1)=[O:12]. Product: [NH:25]1[CH2:26][CH2:27][CH2:28][C@@H:24]1[CH2:23][NH2:20].[F:1][C:2]1[CH:7]=[C:6]([F:8])[CH:5]=[CH:4][C:3]=1[CH2:9][NH:10][C:11]([C:13]1[C:14](=[O:38])[C:15]([O:30][CH2:31][C:32]2[CH:33]=[CH:34][CH:35]=[CH:36][CH:37]=2)=[C:16]2[C:21](=[O:22])[N:20]3[CH2:23][C@H:24]4[CH2:28][CH2:27][CH2:26][N:25]4[C@@H:19]3[CH2:18][N:17]2[CH:29]=1)=[O:12]. The catalyst class is: 478. (5) Product: [C:14]([N:4]1[CH:3]=[C:2]([I:1])[CH:6]=[N:5]1)(=[O:21])[C:15]1[CH:20]=[CH:19][CH:18]=[CH:17][CH:16]=1. Reactant: [I:1][C:2]1[CH:3]=[N:4][NH:5][CH:6]=1.C(N(CC)CC)C.[C:14](Cl)(=[O:21])[C:15]1[CH:20]=[CH:19][CH:18]=[CH:17][CH:16]=1. The catalyst class is: 11. (6) Reactant: [Cl:1][C:2]1[CH:3]=[C:4]2[C:8](=[CH:9][CH:10]=1)[C:7](=O)[CH2:6][C:5]2([CH3:13])[CH3:12].[C:14]1([C@H:20]([CH2:22][OH:23])[NH2:21])[CH:19]=[CH:18][CH:17]=[CH:16][CH:15]=1.C(O)(=O)C.[BH4-].[Na+]. Product: [Cl:1][C:2]1[CH:3]=[C:4]2[C:8](=[CH:9][CH:10]=1)[C@@H:7]([NH:21][C@H:20]([C:14]1[CH:19]=[CH:18][CH:17]=[CH:16][CH:15]=1)[CH2:22][OH:23])[CH2:6][C:5]2([CH3:13])[CH3:12]. The catalyst class is: 743. (7) Reactant: C([O:5][C:6](=[O:47])[CH2:7][C@H:8]([OH:46])[CH2:9][C@H:10]([OH:45])[CH2:11][CH2:12][C:13]1[N:14]([CH:42]([CH3:44])[CH3:43])[C:15]([C:31](=[O:41])[NH:32][CH2:33][CH2:34][C:35]2[CH:36]=[N:37][CH:38]=[CH:39][CH:40]=2)=[C:16]([C:25]2[CH:30]=[CH:29][CH:28]=[CH:27][CH:26]=2)[C:17]=1[C:18]1[CH:23]=[CH:22][C:21]([F:24])=[CH:20][CH:19]=1)(C)(C)C.[OH-].[Na+:49]. Product: [Na+:49].[F:24][C:21]1[CH:22]=[CH:23][C:18]([C:17]2[C:16]([C:25]3[CH:26]=[CH:27][CH:28]=[CH:29][CH:30]=3)=[C:15]([C:31](=[O:41])[NH:32][CH2:33][CH2:34][C:35]3[CH:36]=[N:37][CH:38]=[CH:39][CH:40]=3)[N:14]([CH:42]([CH3:43])[CH3:44])[C:13]=2[CH2:12][CH2:11][C@@H:10]([OH:45])[CH2:9][C@@H:8]([OH:46])[CH2:7][C:6]([O-:47])=[O:5])=[CH:19][CH:20]=1. The catalyst class is: 5.